Dataset: Forward reaction prediction with 1.9M reactions from USPTO patents (1976-2016). Task: Predict the product of the given reaction. (1) Given the reactants [Br:1][C:2]1[N:3]=[C:4](Br)[C:5]2[N:6]([CH:8]=[CH:9][N:10]=2)[CH:7]=1.[CH2:12]([O:14][C:15](=[O:23])[C:16]1[CH:21]=[CH:20][C:19]([NH2:22])=[CH:18][CH:17]=1)[CH3:13].CN(C)C(=O)C.C(=O)(O)[O-].[Na+], predict the reaction product. The product is: [CH2:12]([O:14][C:15](=[O:23])[C:16]1[CH:21]=[CH:20][C:19]([NH:22][C:4]2[C:5]3[N:6]([CH:8]=[CH:9][N:10]=3)[CH:7]=[C:2]([Br:1])[N:3]=2)=[CH:18][CH:17]=1)[CH3:13]. (2) Given the reactants Br[C:2]1[CH:7]=[CH:6][C:5]([C@@H:8]([NH:10][C:11](=[O:13])[CH3:12])[CH3:9])=[CH:4][CH:3]=1.C(=O)([O-])[O-].[Na+].[Na+].[N:20]1[CH:25]=[CH:24][C:23](B(O)O)=[CH:22][CH:21]=1.O, predict the reaction product. The product is: [N:20]1[CH:25]=[CH:24][C:23]([C:2]2[CH:7]=[CH:6][C:5]([C@@H:8]([NH:10][C:11](=[O:13])[CH3:12])[CH3:9])=[CH:4][CH:3]=2)=[CH:22][CH:21]=1. (3) Given the reactants C(Cl)Cl.[Cl:4][C:5]1[CH:10]=[CH:9][C:8]([S:11]([CH:14]([C:21]2[CH:26]=[C:25]([F:27])[CH:24]=[CH:23][C:22]=2[F:28])[C:15]2[CH:20]=[CH:19][N:18]=[CH:17][CH:16]=2)(=[O:13])=[O:12])=[CH:7][CH:6]=1.ClC1C=CC=C(C(OO)=[O:37])C=1.C(OCC)(=O)C, predict the reaction product. The product is: [Cl:4][C:5]1[CH:6]=[CH:7][C:8]([S:11]([CH:14]([C:21]2[CH:26]=[C:25]([F:27])[CH:24]=[CH:23][C:22]=2[F:28])[C:15]2[CH:16]=[CH:17][N+:18]([O-:37])=[CH:19][CH:20]=2)(=[O:12])=[O:13])=[CH:9][CH:10]=1. (4) Given the reactants [O:1]1[C:6]2[CH:7]=[CH:8][CH:9]=[CH:10][C:5]=2[O:4][CH2:3][CH:2]1[C:11]([OH:13])=O.[CH3:14][O:15][C:16]1[CH:17]=[C:18]2[C:23](=[CH:24][C:25]=1[O:26][CH3:27])[N:22]=[C:21]([N:28]1[CH2:33][CH2:32][NH:31][CH2:30][CH2:29]1)[N:20]=[C:19]2[NH2:34].C1(N=C=NC2CCCCC2)CCCCC1.C, predict the reaction product. The product is: [CH3:14][O:15][C:16]1[CH:17]=[C:18]2[C:19]([NH2:34])=[N:20][C:21]([N:28]3[CH2:29][CH2:30][N:31]([C:11]([CH:2]4[O:1][C:6]5[CH:7]=[CH:8][CH:9]=[CH:10][C:5]=5[O:4][CH2:3]4)=[O:13])[CH2:32][CH2:33]3)=[N:22][C:23]2=[CH:24][C:25]=1[O:26][CH3:27]. (5) Given the reactants [CH2:1]([N:8]1[CH2:13][CH2:12][CH2:11][CH2:10][CH:9]1[CH2:14]O)[C:2]1[CH:7]=[CH:6][CH:5]=[CH:4][CH:3]=1.S(Cl)([Cl:18])=O, predict the reaction product. The product is: [CH2:1]([N:8]1[CH2:13][CH2:12][CH2:11][CH2:10][CH:9]1[CH2:14][Cl:18])[C:2]1[CH:7]=[CH:6][CH:5]=[CH:4][CH:3]=1. (6) Given the reactants C(OC(=O)[NH:10][C@H:11]([CH2:23][OH:24])[CH2:12][CH2:13][N:14]1[CH2:21][CH2:20][C:17]2([CH2:19][CH2:18]2)[C@H:16]([OH:22])[CH2:15]1)C1C=CC=CC=1, predict the reaction product. The product is: [NH2:10][C@H:11]([CH2:23][OH:24])[CH2:12][CH2:13][N:14]1[CH2:21][CH2:20][C:17]2([CH2:19][CH2:18]2)[C@H:16]([OH:22])[CH2:15]1. (7) Given the reactants BrC1N=CN=C2C=1NC=N2.NC[C:13]1[N:14]=[C:15]2[CH:30]=[CH:29][CH:28]=[C:27](C)[N:16]2[C:17](=[O:26])[C:18]=1C1C=CC=C(F)C=1.CCN(C(C)C)C(C)C, predict the reaction product. The product is: [N:14]1[CH:13]=[CH:18][C:17](=[O:26])[N:16]2[CH:27]=[CH:28][CH:29]=[CH:30][C:15]=12.